This data is from Full USPTO retrosynthesis dataset with 1.9M reactions from patents (1976-2016). The task is: Predict the reactants needed to synthesize the given product. (1) Given the product [C:11]([O:15][C:16]([NH:18][CH2:19][C:20]1[O:10][N:9]=[C:2]([C:3]2[CH:8]=[CH:7][CH:6]=[CH:5][CH:4]=2)[CH:21]=1)=[O:17])([CH3:14])([CH3:13])[CH3:12], predict the reactants needed to synthesize it. The reactants are: Cl[C:2](=[N:9][OH:10])[C:3]1[CH:8]=[CH:7][CH:6]=[CH:5][CH:4]=1.[C:11]([O:15][C:16]([NH:18][CH2:19][C:20]#[CH:21])=[O:17])([CH3:14])([CH3:13])[CH3:12].C(N(CC)CC)C. (2) Given the product [CH2:2]([O:4][C:5]1[CH:14]=[C:13]([I:15])[CH:12]=[CH:11][C:6]=1[C:7]([O:9][CH3:10])=[O:8])[CH3:3], predict the reactants needed to synthesize it. The reactants are: I[CH2:2][CH3:3].[OH:4][C:5]1[CH:14]=[C:13]([I:15])[CH:12]=[CH:11][C:6]=1[C:7]([O:9][CH3:10])=[O:8].C(=O)([O-])[O-].[K+].[K+].CN(C=O)C. (3) Given the product [CH2:22]([N:10]([S:11]([C:14]1[CH:15]=[CH:16][C:17]([O:20][CH3:21])=[CH:18][CH:19]=1)(=[O:13])=[O:12])[C:9]1[C:5]([C:3]([OH:4])=[O:2])=[CH:6][S:7][CH:8]=1)[C:23]1[CH:28]=[CH:27][CH:26]=[CH:25][CH:24]=1, predict the reactants needed to synthesize it. The reactants are: C[O:2][C:3]([C:5]1[C:9]([N:10]([CH2:22][C:23]2[CH:28]=[CH:27][CH:26]=[CH:25][CH:24]=2)[S:11]([C:14]2[CH:19]=[CH:18][C:17]([O:20][CH3:21])=[CH:16][CH:15]=2)(=[O:13])=[O:12])=[CH:8][S:7][CH:6]=1)=[O:4]. (4) Given the product [I:8][C:5]1[CH:6]=[CH:7][C:2]2[N:3]([CH:10]=[C:11]([NH:13][C:14](=[O:20])[O:15][C:16]([CH3:19])([CH3:18])[CH3:17])[N:1]=2)[N:4]=1, predict the reactants needed to synthesize it. The reactants are: [NH2:1][C:2]1[N:3]=[N:4][C:5]([I:8])=[CH:6][CH:7]=1.Cl[CH2:10][C:11]([NH:13][C:14](=[O:20])[O:15][C:16]([CH3:19])([CH3:18])[CH3:17])=O.P([O-])([O-])(O)=O.[Na+].[Na+].O. (5) Given the product [CH2:1]([O:8][C@H:9]1[C@H:15]([O:16][CH2:17][C:18]2[CH:19]=[CH:20][CH:21]=[CH:22][CH:23]=2)[C@@H:14]([O:24][CH2:25][C:26]2[CH:31]=[CH:30][CH:29]=[CH:28][CH:27]=2)[C@:13]2([C:33]3[CH:38]=[CH:37][C:36]([Cl:39])=[C:35]([CH2:40][C:41]4[CH:42]=[CH:43][C:44]([O:47][CH2:48][CH3:49])=[CH:45][CH:46]=4)[CH:34]=3)[O:32][C@@:10]1([CH:50]([OH:51])[C:52]#[C:53][CH3:54])[CH2:11][O:12]2)[C:2]1[CH:7]=[CH:6][CH:5]=[CH:4][CH:3]=1, predict the reactants needed to synthesize it. The reactants are: [CH2:1]([O:8][C@H:9]1[C@H:15]([O:16][CH2:17][C:18]2[CH:23]=[CH:22][CH:21]=[CH:20][CH:19]=2)[C@@H:14]([O:24][CH2:25][C:26]2[CH:31]=[CH:30][CH:29]=[CH:28][CH:27]=2)[C@:13]2([C:33]3[CH:38]=[CH:37][C:36]([Cl:39])=[C:35]([CH2:40][C:41]4[CH:46]=[CH:45][C:44]([O:47][CH2:48][CH3:49])=[CH:43][CH:42]=4)[CH:34]=3)[O:32][C@@:10]1([CH:50]=[O:51])[CH2:11][O:12]2)[C:2]1[CH:7]=[CH:6][CH:5]=[CH:4][CH:3]=1.[C:52]([Mg]Br)#[C:53][CH3:54].